From a dataset of Retrosynthesis with 50K atom-mapped reactions and 10 reaction types from USPTO. Predict the reactants needed to synthesize the given product. Given the product O=C(NC1CCN(c2ncccc2Cl)CC1)c1cc2cccc(N3CCN(CCc4ccccn4)CC3)c2o1, predict the reactants needed to synthesize it. The reactants are: NC1CCN(c2ncccc2Cl)CC1.O=C([O-])c1cc2cccc(N3CCN(CCc4ccccn4)CC3)c2o1.